From a dataset of Reaction yield outcomes from USPTO patents with 853,638 reactions. Predict the reaction yield, written as a fraction of the theoretical maximum amount of product (1.0 means a 100% yield; for example, 0.34 means a 34% yield). (1) The reactants are [C:1]12([O:8][C:7]3[CH:9]=[CH:10][CH:11]=[CH:12][C:6]=3[NH:5][C:4]1=[O:13])[CH2:3][CH2:2]2.Cl.C([N:19]([CH2:23][C:24]1[CH:39]=[CH:38][C:27]2[N:28]([CH2:33][CH2:34][CH:35]([CH3:37])[CH3:36])[C:29]([CH2:31]Cl)=[N:30][C:26]=2[CH:25]=1)C(=O)O)(C)(C)C. No catalyst specified. The product is [NH2:19][CH2:23][C:24]1[CH:39]=[CH:38][C:27]2[N:28]([CH2:33][CH2:34][CH:35]([CH3:36])[CH3:37])[C:29]([CH2:31][N:5]3[C:4](=[O:13])[C:1]4([CH2:3][CH2:2]4)[O:8][C:7]4[CH:9]=[CH:10][CH:11]=[CH:12][C:6]3=4)=[N:30][C:26]=2[CH:25]=1. The yield is 0.490. (2) The catalyst is C(O)C.O.CCCCCC. The yield is 0.980. The reactants are [N+:1]([C:4]1[CH:11]=[CH:10][C:7]([C:8]#[N:9])=[CH:6][CH:5]=1)([O-:3])=[O:2].Cl.[NH2:13][OH:14].C(=O)([O-])[O-].[Na+].[Na+].C(OCC)(=O)C. The product is [OH:14][NH:13][C:8](=[NH:9])[C:7]1[CH:6]=[CH:5][C:4]([N+:1]([O-:3])=[O:2])=[CH:11][CH:10]=1. (3) The reactants are [CH3:1][C:2]1[C:6]2[CH:7]=[C:8]([CH3:11])[CH:9]=[CH:10][C:5]=2[O:4][C:3]=1[CH:12]=[O:13].[CH:14]1([Mg]Br)[CH2:19][CH2:18][CH2:17][CH2:16][CH2:15]1.[Cl-].[NH4+]. The catalyst is O1CCCC1. The product is [CH:14]1([CH:12]([C:3]2[O:4][C:5]3[CH:10]=[CH:9][C:8]([CH3:11])=[CH:7][C:6]=3[C:2]=2[CH3:1])[OH:13])[CH2:19][CH2:18][CH2:17][CH2:16][CH2:15]1. The yield is 0.760. (4) The reactants are [Cl:1][C:2]1[CH:3]=[CH:4][C:5]([S:9][CH3:10])=[C:6]([CH:8]=1)[NH2:7].[Cl:11][C:12]1[CH:17]=[CH:16][C:15]([S:18](Cl)(=[O:20])=[O:19])=[C:14]([F:22])[CH:13]=1. No catalyst specified. The product is [Cl:11][C:12]1[CH:17]=[CH:16][C:15]([S:18]([NH:7][C:6]2[CH:8]=[C:2]([Cl:1])[CH:3]=[CH:4][C:5]=2[S:9][CH3:10])(=[O:19])=[O:20])=[C:14]([F:22])[CH:13]=1. The yield is 0.660. (5) The reactants are [F:1][C:2]1[CH:7]=[CH:6][C:5]([C:8]2[N:9]=[CH:10][NH:11][CH:12]=2)=[CH:4][CH:3]=1.[H-].[Na+].[CH3:15][Si:16]([CH2:19][CH2:20][O:21][CH2:22]Cl)([CH3:18])[CH3:17]. No catalyst specified. The product is [F:1][C:2]1[CH:3]=[CH:4][C:5]([C:8]2[N:9]=[CH:10][N:11]([CH2:22][O:21][CH2:20][CH2:19][Si:16]([CH3:18])([CH3:17])[CH3:15])[CH:12]=2)=[CH:6][CH:7]=1. The yield is 0.670. (6) The reactants are [F:1][C:2]1[CH:3]=[CH:4][C:5]([CH3:9])=[C:6]([CH:8]=1)[NH2:7].Br.Br[CH:12]([C:14]1[CH:15]=[C:16]([C:31]([N:33]([CH3:35])[CH3:34])=[O:32])[CH:17]=[C:18]2[C:23]=1[O:22][C:21]([N:24]1[CH2:29][CH2:28][O:27][CH2:26][CH2:25]1)=[CH:20][C:19]2=[O:30])[CH3:13]. No catalyst specified. The product is [F:1][C:2]1[CH:3]=[CH:4][C:5]([CH3:9])=[C:6]([NH:7][CH:12]([C:14]2[CH:15]=[C:16]([C:31]([N:33]([CH3:35])[CH3:34])=[O:32])[CH:17]=[C:18]3[C:23]=2[O:22][C:21]([N:24]2[CH2:29][CH2:28][O:27][CH2:26][CH2:25]2)=[CH:20][C:19]3=[O:30])[CH3:13])[CH:8]=1. The yield is 0.610.